Dataset: Catalyst prediction with 721,799 reactions and 888 catalyst types from USPTO. Task: Predict which catalyst facilitates the given reaction. (1) Reactant: [CH:1]1([C@@:6]([OH:16])([C:10]2[CH:15]=[CH:14][CH:13]=[CH:12][CH:11]=2)[C:7]([OH:9])=[O:8])[CH2:5][CH2:4][CH2:3][CH2:2]1.[CH2:17]([N:19]1[CH2:23][CH2:22][CH:21](O)[CH2:20]1)[CH3:18].O. Product: [CH2:17]([N:19]1[CH2:23][CH2:22][CH:21]([O:8][C:7](=[O:9])[C@:6]([CH:1]2[CH2:5][CH2:4][CH2:3][CH2:2]2)([OH:16])[C:10]2[CH:11]=[CH:12][CH:13]=[CH:14][CH:15]=2)[CH2:20]1)[CH3:18]. The catalyst class is: 3. (2) Reactant: C(OC(=O)[NH:7][CH2:8][C:9]1[CH:14]=[CH:13][CH:12]=[C:11](Br)[CH:10]=1)(C)(C)C.[NH:17]1[CH2:21][CH2:20][CH2:19][CH2:18]1.C1C=CC(P(C2C(C3C(P(C4C=CC=CC=4)C4C=CC=CC=4)=CC=C4C=3C=CC=C4)=C3C(C=CC=C3)=CC=2)C2C=CC=CC=2)=CC=1.C(=O)([O-])[O-].[Cs+].[Cs+]. Product: [N:17]1([C:11]2[CH:10]=[C:9]([CH:14]=[CH:13][CH:12]=2)[CH2:8][NH2:7])[CH2:21][CH2:20][CH2:19][CH2:18]1. The catalyst class is: 101. (3) Reactant: Br[C:2]1[CH:3]=[C:4]([CH2:8][OH:9])[CH:5]=[N:6][CH:7]=1.[CH3:10][O:11][C:12](=[O:20])[C:13]1[CH:18]=[CH:17][CH:16]=[C:15]([SH:19])[CH:14]=1. Product: [NH3:6].[CH3:10][O:11][C:12](=[O:20])[C:13]1[CH:18]=[CH:17][CH:16]=[C:15]([S:19][C:2]2[CH:7]=[N:6][CH:5]=[C:4]([CH2:8][OH:9])[CH:3]=2)[CH:14]=1. The catalyst class is: 98. (4) Reactant: C([O:4][CH2:5][CH2:6][C:7]1[O:8][C:9]([Br:22])=[C:10]([C:12]2[CH:17]=[CH:16][C:15]([C:18]([F:21])([F:20])[F:19])=[CH:14][CH:13]=2)[N:11]=1)(=O)C.C([O-])([O-])=O.[K+].[K+]. Product: [Br:22][C:9]1[O:8][C:7]([CH2:6][CH2:5][OH:4])=[N:11][C:10]=1[C:12]1[CH:13]=[CH:14][C:15]([C:18]([F:21])([F:19])[F:20])=[CH:16][CH:17]=1. The catalyst class is: 24. (5) Reactant: [C:1]([CH2:3][C:4]([O:6][CH2:7][CH3:8])=[O:5])#[N:2].Br[CH2:10][CH2:11][CH2:12][CH2:13][CH2:14]Br.C(=O)([O-])[O-].[K+].[K+].O. Product: [C:1]([C:3]1([C:4]([O:6][CH2:7][CH3:8])=[O:5])[CH2:14][CH2:13][CH2:12][CH2:11][CH2:10]1)#[N:2]. The catalyst class is: 21.